Dataset: Reaction yield outcomes from USPTO patents with 853,638 reactions. Task: Predict the reaction yield, written as a fraction of the theoretical maximum amount of product (1.0 means a 100% yield; for example, 0.34 means a 34% yield). The reactants are [OH:1][C:2]1[CH:7]=[CH:6][CH:5]=[C:4]([OH:8])[C:3]=1[C:9](=[O:11])[CH3:10].C(=O)([O-])[O-].[K+].[K+].[F:18][C:19]1[CH:26]=[CH:25][C:22]([CH2:23]Br)=[CH:21][CH:20]=1.Cl. The catalyst is CN(C=O)C.O. The product is [F:18][C:19]1[CH:26]=[CH:25][C:22]([CH2:23][O:1][C:2]2[CH:7]=[CH:6][CH:5]=[C:4]([OH:8])[C:3]=2[C:9](=[O:11])[CH3:10])=[CH:21][CH:20]=1. The yield is 0.650.